This data is from Catalyst prediction with 721,799 reactions and 888 catalyst types from USPTO. The task is: Predict which catalyst facilitates the given reaction. (1) Reactant: [NH2:1][C:2]1[CH:3]=[CH:4][C:5]([O:24][CH3:25])=[C:6]([CH:23]=1)[O:7][C:8]1[N:13]=[C:12]2[S:14][C:15]([NH:17][C:18]([CH:20]3[CH2:22][CH2:21]3)=[O:19])=[N:16][C:11]2=[CH:10][CH:9]=1.[F:26][C:27]([F:38])([F:37])[C:28]1[CH:29]=[C:30]([CH:34]=[CH:35][CH:36]=1)[C:31](Cl)=[O:32]. Product: [CH:20]1([C:18]([NH:17][C:15]2[S:14][C:12]3[C:11]([N:16]=2)=[CH:10][CH:9]=[C:8]([O:7][C:6]2[CH:23]=[C:2]([NH:1][C:31](=[O:32])[C:30]4[CH:34]=[CH:35][CH:36]=[C:28]([C:27]([F:26])([F:37])[F:38])[CH:29]=4)[CH:3]=[CH:4][C:5]=2[O:24][CH3:25])[N:13]=3)=[O:19])[CH2:21][CH2:22]1. The catalyst class is: 537. (2) Reactant: [F:1][CH2:2][CH2:3]I.CN(C)C=O.[C:10]([O:14][C:15](=[O:44])[C@@H:16]([NH:36][C:37]([O:39][C:40]([CH3:43])([CH3:42])[CH3:41])=[O:38])[CH2:17][CH2:18][CH:19]([CH2:27][CH2:28][C:29]1[CH:34]=[CH:33][C:32]([OH:35])=[CH:31][CH:30]=1)[C:20]([O:22][C:23]([CH3:26])([CH3:25])[CH3:24])=[O:21])([CH3:13])([CH3:12])[CH3:11].O. Product: [C:10]([O:14][C:15](=[O:44])[C@@H:16]([NH:36][C:37]([O:39][C:40]([CH3:43])([CH3:42])[CH3:41])=[O:38])[CH2:17][CH2:18][CH:19]([CH2:27][CH2:28][C:29]1[CH:30]=[CH:31][C:32]([O:35][CH2:3][CH2:2][F:1])=[CH:33][CH:34]=1)[C:20]([O:22][C:23]([CH3:24])([CH3:26])[CH3:25])=[O:21])([CH3:11])([CH3:12])[CH3:13]. The catalyst class is: 13. (3) Reactant: [NH2:1][C:2]1[CH:3]=[CH:4][C:5]([O:24][CH2:25][CH2:26][CH3:27])=[C:6]([C:8]2[NH:13][C:12](=[O:14])[C:11]3=[C:15]([CH3:23])[N:16]=[C:17]([CH:18]4[CH2:22][CH2:21][CH2:20][CH2:19]4)[N:10]3[N:9]=2)[CH:7]=1.[C:28]([C:30]1[CH:31]=[C:32]([S:36](Cl)(=[O:38])=[O:37])[CH:33]=[CH:34][CH:35]=1)#[N:29].N1C=CC=CC=1. Product: [C:28]([C:30]1[CH:31]=[C:32]([S:36]([NH:1][C:2]2[CH:3]=[CH:4][C:5]([O:24][CH2:25][CH2:26][CH3:27])=[C:6]([C:8]3[NH:13][C:12](=[O:14])[C:11]4=[C:15]([CH3:23])[N:16]=[C:17]([CH:18]5[CH2:22][CH2:21][CH2:20][CH2:19]5)[N:10]4[N:9]=3)[CH:7]=2)(=[O:38])=[O:37])[CH:33]=[CH:34][CH:35]=1)#[N:29]. The catalyst class is: 7. (4) Reactant: C([O-])(=O)C.[Na+].[CH:6]([C:9]1[C:17]2[C:16](=[O:18])[C:15]([C:19]#[N:20])=[CH:14][NH:13][C:12]=2[S:11][CH:10]=1)([CH3:8])[CH3:7].[I:21]Cl.S(S([O-])=O)([O-])(=O)=O.[Na+].[Na+]. Product: [I:21][C:10]1[S:11][C:12]2[NH:13][CH:14]=[C:15]([C:19]#[N:20])[C:16](=[O:18])[C:17]=2[C:9]=1[CH:6]([CH3:8])[CH3:7]. The catalyst class is: 98. (5) Reactant: [CH2:1]([O:3][CH2:4][C:5]1[C:9]([C:10]2[CH:15]=[CH:14][C:13]([CH3:16])=[CH:12][CH:11]=2)=[C:8]([NH2:17])[NH:7][N:6]=1)[CH3:2].[F:18][C:19]1[CH:24]=[CH:23][C:22]([C:25](=O)[CH2:26][C:27](OCC)=[O:28])=[CH:21][CH:20]=1. Product: [CH2:1]([O:3][CH2:4][C:5]1[C:9]([C:10]2[CH:11]=[CH:12][C:13]([CH3:16])=[CH:14][CH:15]=2)=[C:8]2[NH:17][C:27](=[O:28])[CH:26]=[C:25]([C:22]3[CH:23]=[CH:24][C:19]([F:18])=[CH:20][CH:21]=3)[N:7]2[N:6]=1)[CH3:2]. The catalyst class is: 17. (6) Reactant: [Cl:1][C:2]1[CH:7]=[CH:6][N:5]=[C:4]([O:8]C)[C:3]=1[C:10]1[NH:24][C:13]2=[CH:14][C:15]3[C:16](=[O:23])[N:17]([CH3:22])[C:18](=[O:21])[C:19]=3[CH:20]=[C:12]2[N:11]=1.Cl. Product: [Cl:1][C:2]1[CH:7]=[CH:6][NH:5][C:4](=[O:8])[C:3]=1[C:10]1[NH:11][C:12]2=[CH:20][C:19]3[C:18](=[O:21])[N:17]([CH3:22])[C:16](=[O:23])[C:15]=3[CH:14]=[C:13]2[N:24]=1. The catalyst class is: 12.